Predict the reactants needed to synthesize the given product. From a dataset of Full USPTO retrosynthesis dataset with 1.9M reactions from patents (1976-2016). (1) Given the product [F:19][C:2]([F:1])([F:18])[C:3]1[CH:4]=[C:5]([CH:9]=[CH:10][C:11]2[CH:16]=[CH:15][N:14]=[C:13]([NH:17][C:20]([NH2:28])=[O:27])[CH:12]=2)[CH:6]=[CH:7][CH:8]=1, predict the reactants needed to synthesize it. The reactants are: [F:1][C:2]([F:19])([F:18])[C:3]1[CH:4]=[C:5]([CH:9]=[CH:10][C:11]2[CH:16]=[CH:15][N:14]=[C:13]([NH2:17])[CH:12]=2)[CH:6]=[CH:7][CH:8]=1.[C:20]([N:28]=C=O)(=[O:27])C1C=CC=CC=1.C(O)C.C(=O)([O-])[O-].[K+].[K+]. (2) Given the product [Br:1][C:2]1[CH:3]=[C:4]([CH:8]=[C:9]([OH:11])[CH:10]=1)[C:5]([O:7][CH2:18][C:19]1[CH:24]=[CH:23][CH:22]=[CH:21][CH:20]=1)=[O:6], predict the reactants needed to synthesize it. The reactants are: [Br:1][C:2]1[CH:3]=[C:4]([CH:8]=[C:9]([OH:11])[CH:10]=1)[C:5]([OH:7])=[O:6].C(=O)([O-])[O-].[K+].[K+].[CH2:18](Br)[C:19]1[CH:24]=[CH:23][CH:22]=[CH:21][CH:20]=1. (3) Given the product [CH2:1]([S:8][C:9]1[C:10]([CH2:17][O:18][CH2:28][O:29][CH3:30])=[CH:11][S:12][C:13]=1[N+:14]([O-:16])=[O:15])[C:2]1[CH:7]=[CH:6][CH:5]=[CH:4][CH:3]=1, predict the reactants needed to synthesize it. The reactants are: [CH2:1]([S:8][C:9]1[C:10]([CH2:17][OH:18])=[CH:11][S:12][C:13]=1[N+:14]([O-:16])=[O:15])[C:2]1[CH:7]=[CH:6][CH:5]=[CH:4][CH:3]=1.C(N(C(C)C)CC)(C)C.[CH3:28][O:29][CH2:30]Cl. (4) Given the product [N:16]([CH:19]1[CH2:25][CH2:24][CH2:23][N:22]([C:26]([O:28][CH2:29][C:30]2[CH:35]=[CH:34][CH:33]=[CH:32][CH:31]=2)=[O:27])[CH2:21][CH:20]1[O:8][Si:1]([C:4]([CH3:7])([CH3:6])[CH3:5])([CH3:3])[CH3:2])=[N+:17]=[N-:18], predict the reactants needed to synthesize it. The reactants are: [Si:1]([O:8]S(C(F)(F)F)(=O)=O)([C:4]([CH3:7])([CH3:6])[CH3:5])([CH3:3])[CH3:2].[N:16]([CH:19]1[CH2:25][CH2:24][CH2:23][N:22]([C:26]([O:28][CH2:29][C:30]2[CH:35]=[CH:34][CH:33]=[CH:32][CH:31]=2)=[O:27])[CH2:21][CH:20]1O)=[N+:17]=[N-:18]. (5) Given the product [Cl:21][CH2:17][C:3]1[C:2]([F:1])=[CH:7][N:6]=[C:5]([CH:8]2[CH2:11][CH:10]([O:12][C:13]([F:16])([F:15])[F:14])[CH2:9]2)[CH:4]=1, predict the reactants needed to synthesize it. The reactants are: [F:1][C:2]1[C:3]([CH2:17]O)=[CH:4][C:5]([CH:8]2[CH2:11][CH:10]([O:12][C:13]([F:16])([F:15])[F:14])[CH2:9]2)=[N:6][CH:7]=1.S(Cl)([Cl:21])=O.